From a dataset of Peptide-MHC class II binding affinity with 134,281 pairs from IEDB. Regression. Given a peptide amino acid sequence and an MHC pseudo amino acid sequence, predict their binding affinity value. This is MHC class II binding data. (1) The MHC is DRB1_1302 with pseudo-sequence DRB1_1302. The peptide sequence is RGHHRQVIGAAQLGR. The binding affinity (normalized) is 0.155. (2) The peptide sequence is KMIGGIGGFVKVRQYDQIPI. The MHC is HLA-DQA10501-DQB10301 with pseudo-sequence HLA-DQA10501-DQB10301. The binding affinity (normalized) is 0.400. (3) The peptide sequence is RYLEFEALGFLNEDH. The MHC is DRB5_0101 with pseudo-sequence DRB5_0101. The binding affinity (normalized) is 0.699. (4) The peptide sequence is INEPTAAAIAYGLDR. The binding affinity (normalized) is 0.330. The MHC is HLA-DPA10103-DPB10301 with pseudo-sequence HLA-DPA10103-DPB10301. (5) The peptide sequence is EPGHLAPTGMFVAGA. The MHC is DRB1_0401 with pseudo-sequence DRB1_0401. The binding affinity (normalized) is 0.305. (6) The peptide sequence is NPYRTWHYCGSYVTK. The MHC is DRB1_0701 with pseudo-sequence DRB1_0701. The binding affinity (normalized) is 0.680.